Dataset: Catalyst prediction with 721,799 reactions and 888 catalyst types from USPTO. Task: Predict which catalyst facilitates the given reaction. (1) Reactant: [O:1]1[CH2:6][CH2:5][CH2:4][CH2:3][CH:2]1[O:7][NH:8][C:9]([C:11]1[CH:12]=[C:13]2[C:18](=[CH:19][CH:20]=1)[CH2:17][NH:16][CH2:15][CH2:14]2)=[O:10].[C:21](O)(=[O:23])[CH3:22].C1C=CC2N(O)N=NC=2C=1.C(Cl)CCl. Product: [C:21]([N:16]1[CH2:15][CH2:14][C:13]2[C:18](=[CH:19][CH:20]=[C:11]([C:9]([NH:8][O:7][CH:2]3[CH2:3][CH2:4][CH2:5][CH2:6][O:1]3)=[O:10])[CH:12]=2)[CH2:17]1)(=[O:23])[CH3:22]. The catalyst class is: 338. (2) Reactant: [CH3:1][C:2]1[CH:11]=[CH:10][C:9]2[C:4](=[CH:5][CH:6]=[C:7]3[O:15][CH2:14][C@H:13]([CH2:16]OS(C4C=CC(Br)=CC=4)(=O)=O)[O:12][C:8]3=2)[N:3]=1.[C:28]([C:30]1[CH:31]=[C:32]2[C:36](=[CH:37][CH:38]=1)[N:35]([CH3:39])[CH:34]=[C:33]2[CH2:40][CH2:41][CH2:42][NH2:43])#[N:29].C(N(CC)CC)C. Product: [CH3:39][N:35]1[C:36]2[C:32](=[CH:31][C:30]([C:28]#[N:29])=[CH:38][CH:37]=2)[C:33]([CH2:40][CH2:41][CH2:42][NH:43][CH2:16][CH:13]2[O:12][C:8]3=[C:9]4[C:4](=[CH:5][CH:6]=[C:7]3[O:15][CH2:14]2)[N:3]=[C:2]([CH3:1])[CH:11]=[CH:10]4)=[CH:34]1. The catalyst class is: 16.